From a dataset of Forward reaction prediction with 1.9M reactions from USPTO patents (1976-2016). Predict the product of the given reaction. (1) Given the reactants C(OC(N1CCC2N(C)C3C(C(F)(F)F)=CC(NC4C=CC=CN=4)=CC=3C2C1)=O)(C)(C)C.C(OC([N:40]1[CH2:56][CH2:55][C@@H:43]2[N:44]([CH3:54])[C:45]3[C:46]([C:52]#[N:53])=[CH:47][C:48](Br)=[CH:49][C:50]=3[C@@H:42]2[CH2:41]1)=O)(C)(C)C.[F:57][C:58]([F:67])([F:66])[C:59]1[N:64]=[CH:63][C:62]([NH2:65])=[CH:61][CH:60]=1.CC([O-])(C)C.[Na+], predict the reaction product. The product is: [CH3:54][N:44]1[C:45]2[C:50](=[CH:49][C:48]([NH:65][C:62]3[CH:63]=[N:64][C:59]([C:58]([F:67])([F:57])[F:66])=[CH:60][CH:61]=3)=[CH:47][C:46]=2[C:52]#[N:53])[C@@H:42]2[CH2:41][NH:40][CH2:56][CH2:55][C@H:43]12. (2) Given the reactants [C:1]([CH:3]1[CH2:6][N:5]([C:7](=[O:40])[C@H:8]([NH:10][C:11]([C:13]2[C:21]3[C:16](=[N:17][CH:18]=[C:19]([C:22]4[C:31]5[C:26](=[CH:27][CH:28]=[CH:29][CH:30]=5)[CH:25]=[CH:24][N:23]=4)[N:20]=3)[N:15](COCC[Si](C)(C)C)[CH:14]=2)=[O:12])[CH3:9])[CH2:4]1)#[N:2].C(O)(C(F)(F)F)=O.C(N)CN, predict the reaction product. The product is: [C:1]([CH:3]1[CH2:4][N:5]([C:7](=[O:40])[C@H:8]([NH:10][C:11]([C:13]2[C:21]3[C:16](=[N:17][CH:18]=[C:19]([C:22]4[C:31]5[C:26](=[CH:27][CH:28]=[CH:29][CH:30]=5)[CH:25]=[CH:24][N:23]=4)[N:20]=3)[NH:15][CH:14]=2)=[O:12])[CH3:9])[CH2:6]1)#[N:2].